This data is from Reaction yield outcomes from USPTO patents with 853,638 reactions. The task is: Predict the reaction yield, written as a fraction of the theoretical maximum amount of product (1.0 means a 100% yield; for example, 0.34 means a 34% yield). (1) The reactants are [CH3:1][N:2]1[CH2:8][CH2:7][CH2:6][NH:5][CH2:4][CH2:3]1.Cl[C:10]1[N:11]=[CH:12][C:13]([C:16]([NH:18][C:19]2[NH:20][N:21]=[C:22]([CH2:24][CH2:25][C:26]3[CH:31]=[C:30]([O:32][CH3:33])[CH:29]=[C:28]([O:34][CH3:35])[CH:27]=3)[CH:23]=2)=[O:17])=[N:14][CH:15]=1. The catalyst is CS(C)=O.CO. The product is [CH3:35][O:34][C:28]1[CH:27]=[C:26]([CH2:25][CH2:24][C:22]2[CH:23]=[C:19]([NH:18][C:16]([C:13]3[CH:12]=[N:11][C:10]([N:5]4[CH2:6][CH2:7][CH2:8][N:2]([CH3:1])[CH2:3][CH2:4]4)=[CH:15][N:14]=3)=[O:17])[NH:20][N:21]=2)[CH:31]=[C:30]([O:32][CH3:33])[CH:29]=1. The yield is 0.790. (2) The reactants are C[O:2][C:3]1[CH:30]=[CH:29][C:6]([CH2:7][C:8]2[NH:9][C:10]3[C:15]([C:16]=2[CH2:17][C:18]2[CH:23]=[CH:22][C:21]([O:24]C)=[CH:20][CH:19]=2)=[CH:14][C:13]([C:26]([OH:28])=[O:27])=[CH:12][CH:11]=3)=[CH:5][CH:4]=1.OC1C=C2C(=CC=1)NC=C2C1C2C(=CC=C(O)C=2)NC=1. No catalyst specified. The product is [OH:2][C:3]1[CH:4]=[CH:5][C:6]([CH2:7][C:8]2[NH:9][C:10]3[C:15]([C:16]=2[CH2:17][C:18]2[CH:23]=[CH:22][C:21]([OH:24])=[CH:20][CH:19]=2)=[CH:14][C:13]([C:26]([OH:28])=[O:27])=[CH:12][CH:11]=3)=[CH:29][CH:30]=1. The yield is 0.850. (3) The reactants are [CH2:1]([C:8]1[S:9][C:10]([CH3:29])=[C:11]([CH3:28])[C:12]=1[C:13]([C:15]1[CH:20]=[CH:19][C:18]([O:21]C)=[C:17]([CH:23]2[CH2:27][CH2:26][CH2:25][CH2:24]2)[CH:16]=1)=[O:14])[C:2]1[CH:7]=[CH:6][CH:5]=[CH:4][CH:3]=1.B(Br)(Br)Br.C(Cl)Cl. No catalyst specified. The product is [CH2:1]([C:8]1[S:9][C:10]([CH3:29])=[C:11]([CH3:28])[C:12]=1[C:13]([C:15]1[CH:20]=[CH:19][C:18]([OH:21])=[C:17]([CH:23]2[CH2:27][CH2:26][CH2:25][CH2:24]2)[CH:16]=1)=[O:14])[C:2]1[CH:3]=[CH:4][CH:5]=[CH:6][CH:7]=1. The yield is 0.180. (4) The reactants are [CH:1]1[C:10]2[C:5](=[CH:6][CH:7]=[CH:8][CH:9]=2)[CH:4]=[CH:3][C:2]=1[C:11]([OH:13])=O.O=S(Cl)[Cl:16]. No catalyst specified. The product is [CH:1]1[C:10]2[C:5](=[CH:6][CH:7]=[CH:8][CH:9]=2)[CH:4]=[CH:3][C:2]=1[C:11]([Cl:16])=[O:13]. The yield is 1.00. (5) The reactants are [Cl:1][C:2]1[CH:7]=[CH:6][CH:5]=[C:4]([Cl:8])[C:3]=1[CH2:9][C:10](Cl)=[O:11].[Cl:13][C:14]1[C:19]([NH2:20])=[C:18]([Cl:21])[N:17]=[CH:16][N:15]=1. No catalyst specified. The product is [Cl:1][C:2]1[CH:7]=[CH:6][CH:5]=[C:4]([Cl:8])[C:3]=1[CH2:9][C:10]([NH:20][C:19]1[C:14]([Cl:13])=[N:15][CH:16]=[N:17][C:18]=1[Cl:21])=[O:11]. The yield is 0.840. (6) The reactants are [Br:1][C:2]1[CH:7]=[CH:6][C:5](/[CH:8]=[C:9](\[CH2:15][C:16]#[N:17])/[C:10]([O:12][CH2:13][CH3:14])=[O:11])=[C:4]([N+:18]([O-])=O)[CH:3]=1.C([O-])([O-])=[O:22].[Na+].[Na+]. The catalyst is CC(O)=O.C(Cl)Cl.[Fe]. The product is [NH2:17][C:16]1[CH2:15][C:9]([C:10]([O:12][CH2:13][CH3:14])=[O:11])=[CH:8][C:5]2[CH:6]=[CH:7][C:2]([Br:1])=[CH:3][C:4]=2[N:18]=1.[Br:1][C:2]1[CH:7]=[CH:6][C:5]2=[C:4]([CH:3]=1)[NH:18][C:16](=[O:22])[CH2:15][C:9]([C:10]([O:12][CH2:13][CH3:14])=[O:11])=[CH:8]2. The yield is 0.588.